Dataset: Forward reaction prediction with 1.9M reactions from USPTO patents (1976-2016). Task: Predict the product of the given reaction. (1) Given the reactants [C:1]([C:3]1[CH:4]=[CH:5][C:6]([CH2:49][OH:50])=[C:7]([CH:48]=1)[C:8]([O:10][C@:11]([C:40]1[CH:45]=[CH:44][C:43]([F:46])=[CH:42][C:41]=1[F:47])([CH2:34][N:35]1[CH:39]=[N:38][CH:37]=[N:36]1)[C@H:12]([S:14][C@@H:15]1[CH2:20][O:19][C@@H:18](/[CH:21]=[CH:22]/[CH:23]=[CH:24]/[C:25]2[CH:30]=[CH:29][C:28]([C:31]#[N:32])=[CH:27][C:26]=2[F:33])[O:17][CH2:16]1)[CH3:13])=[O:9])#[N:2].[CH3:51][N:52]1[CH2:57][CH2:56][N:55]([C:58](=[O:64])[CH2:59][CH2:60][C:61](O)=[O:62])[CH2:54][CH2:53]1.Cl.C(N=C=NCCCN(C)C)C, predict the reaction product. The product is: [C:1]([C:3]1[CH:4]=[CH:5][C:6]([CH2:49][O:50][C:61](=[O:62])[CH2:60][CH2:59][C:58]([N:55]2[CH2:54][CH2:53][N:52]([CH3:51])[CH2:57][CH2:56]2)=[O:64])=[C:7]([CH:48]=1)[C:8]([O:10][C@:11]([C:40]1[CH:45]=[CH:44][C:43]([F:46])=[CH:42][C:41]=1[F:47])([CH2:34][N:35]1[CH:39]=[N:38][CH:37]=[N:36]1)[C@H:12]([S:14][C@@H:15]1[CH2:16][O:17][C@@H:18](/[CH:21]=[CH:22]/[CH:23]=[CH:24]/[C:25]2[CH:30]=[CH:29][C:28]([C:31]#[N:32])=[CH:27][C:26]=2[F:33])[O:19][CH2:20]1)[CH3:13])=[O:9])#[N:2]. (2) Given the reactants [F:1][C:2]([F:7])([F:6])[C:3]([OH:5])=[O:4].C([N:15]1[CH:20]([CH2:21][F:22])[CH2:19][O:18][C:17]([CH2:24][CH:25]([OH:27])[CH3:26])([CH3:23])[CH2:16]1)C1C=CC=CC=1, predict the reaction product. The product is: [F:1][C:2]([F:7])([F:6])[C:3]([OH:5])=[O:4].[F:22][CH2:21][CH:20]1[NH:15][CH2:16][C:17]([CH2:24][CH:25]([OH:27])[CH3:26])([CH3:23])[O:18][CH2:19]1. (3) Given the reactants [Br:1][C:2]1[CH:9]=[N:8][CH:7]=[CH:6][C:3]=1[CH:4]=[O:5].[BH4-].[Na+], predict the reaction product. The product is: [Br:1][C:2]1[CH:9]=[N:8][CH:7]=[CH:6][C:3]=1[CH2:4][OH:5]. (4) Given the reactants [F:1][C:2]1[CH:3]=[C:4]([C@@H:21]([NH:25][C:26](=[O:32])[O:27][C:28]([CH3:31])([CH3:30])[CH3:29])[CH2:22]C=C)[CH:5]=[C:6]([C:8]2[N:12]([CH3:13])[N:11]=[CH:10][C:9]=2[NH:14][C:15](=[O:20])[C@H:16]([CH3:19])[CH:17]=[CH2:18])[CH:7]=1, predict the reaction product. The product is: [F:1][C:2]1[CH:3]=[C:4]2[CH:5]=[C:6]([CH:7]=1)[C:8]1[N:12]([CH3:13])[N:11]=[CH:10][C:9]=1[NH:14][C:15](=[O:20])[C@H:16]([CH3:19])[CH:17]=[CH:18][CH2:22][C@@H:21]2[NH:25][C:26](=[O:32])[O:27][C:28]([CH3:31])([CH3:30])[CH3:29]. (5) Given the reactants [CH2:1]([O:8][C:9]([NH:11][CH2:12][CH2:13][CH2:14][C@@H:15]([C:29]([O:31]C)=[O:30])[NH:16][C:17]([C:19]1[N:20]([CH3:28])[C:21]2[C:26]([CH:27]=1)=[CH:25][CH:24]=[CH:23][CH:22]=2)=[O:18])=[O:10])[C:2]1[CH:7]=[CH:6][CH:5]=[CH:4][CH:3]=1.C1COCC1.[OH-].[Na+].Cl, predict the reaction product. The product is: [CH2:1]([O:8][C:9]([NH:11][CH2:12][CH2:13][CH2:14][C@@H:15]([C:29]([OH:31])=[O:30])[NH:16][C:17]([C:19]1[N:20]([CH3:28])[C:21]2[C:26]([CH:27]=1)=[CH:25][CH:24]=[CH:23][CH:22]=2)=[O:18])=[O:10])[C:2]1[CH:7]=[CH:6][CH:5]=[CH:4][CH:3]=1. (6) Given the reactants [NH2:1][C:2]1[N:6]([C:7]2[CH:8]=[C:9]([OH:14])[CH:10]=[C:11]([CH3:13])[CH:12]=2)[N:5]=[C:4]([C:15]([CH3:18])([CH3:17])[CH3:16])[CH:3]=1.C(N(CC)CC)C.[CH:26]([Si:29](OS(C(F)(F)F)(=O)=O)([CH:33]([CH3:35])[CH3:34])[CH:30]([CH3:32])[CH3:31])([CH3:28])[CH3:27], predict the reaction product. The product is: [C:15]([C:4]1[CH:3]=[C:2]([NH2:1])[N:6]([C:7]2[CH:8]=[C:9]([O:14][Si:29]([CH:33]([CH3:35])[CH3:34])([CH:30]([CH3:32])[CH3:31])[CH:26]([CH3:28])[CH3:27])[CH:10]=[C:11]([CH3:13])[CH:12]=2)[N:5]=1)([CH3:18])([CH3:17])[CH3:16]. (7) Given the reactants [CH2:1]([O:3][C:4]([CH2:6][N:7]1[CH:11]=[CH:10][C:9](/[CH:12]=[C:13]2\[CH2:14][N:15]([C:20]([C:33]3[CH:38]=[CH:37][CH:36]=[CH:35][CH:34]=3)([C:27]3[CH:32]=[CH:31][CH:30]=[CH:29][CH:28]=3)[C:21]3[CH:26]=[CH:25][CH:24]=[CH:23][CH:22]=3)[CH2:16][CH2:17][C:18]\2=[O:19])=[CH:8]1)=[O:5])C.[BH4-].[Na+].[Cl-].[NH4+], predict the reaction product. The product is: [CH3:1][O:3][C:4]([CH2:6][N:7]1[CH:11]=[CH:10][C:9](/[CH:12]=[C:13]2\[CH2:14][N:15]([C:20]([C:21]3[CH:26]=[CH:25][CH:24]=[CH:23][CH:22]=3)([C:33]3[CH:38]=[CH:37][CH:36]=[CH:35][CH:34]=3)[C:27]3[CH:28]=[CH:29][CH:30]=[CH:31][CH:32]=3)[CH2:16][CH2:17][CH:18]\2[OH:19])=[CH:8]1)=[O:5]. (8) Given the reactants [Cl:1][C:2]1[CH:3]=[C:4]([C:8]2[CH:17]=[C:16]([C:18]([OH:20])=O)[C:15]3[C:10](=[CH:11][CH:12]=[N:13][CH:14]=3)[N:9]=2)[CH:5]=[CH:6][CH:7]=1.C(Cl)(=O)C(Cl)=O.[CH2:27]([NH2:34])[C:28]1[CH:33]=[CH:32][CH:31]=[CH:30][CH:29]=1.C(N(CC)CC)C, predict the reaction product. The product is: [CH2:27]([NH:34][C:18]([C:16]1[C:15]2[C:10](=[CH:11][CH:12]=[N:13][CH:14]=2)[N:9]=[C:8]([C:4]2[CH:5]=[CH:6][CH:7]=[C:2]([Cl:1])[CH:3]=2)[CH:17]=1)=[O:20])[C:28]1[CH:33]=[CH:32][CH:31]=[CH:30][CH:29]=1.